Task: Predict which catalyst facilitates the given reaction.. Dataset: Catalyst prediction with 721,799 reactions and 888 catalyst types from USPTO (1) Reactant: F[C:2]1[C:11]([N+:12]([O-:14])=[O:13])=[CH:10][CH:9]=[CH:8][C:3]=1[C:4]([O:6][CH3:7])=[O:5].C(=O)([O-])[O-].[K+].[K+].[CH3:21][NH2:22]. Product: [CH3:21][NH:22][C:2]1[C:11]([N+:12]([O-:14])=[O:13])=[CH:10][CH:9]=[CH:8][C:3]=1[C:4]([O:6][CH3:7])=[O:5]. The catalyst class is: 34. (2) Reactant: [C:1]([C:5]1[CH:6]=[C:7]([N+:18]([O-:20])=[O:19])[C:8]([O:16][CH3:17])=[C:9]([NH:11][S:12]([CH3:15])(=[O:14])=[O:13])[CH:10]=1)([CH3:4])([CH3:3])[CH3:2].[C:21](=O)([O-])[O-].[K+].[K+].IC.O. Product: [C:1]([C:5]1[CH:6]=[C:7]([N+:18]([O-:20])=[O:19])[C:8]([O:16][CH3:17])=[C:9]([N:11]([CH3:21])[S:12]([CH3:15])(=[O:14])=[O:13])[CH:10]=1)([CH3:4])([CH3:2])[CH3:3]. The catalyst class is: 3. (3) Reactant: [N+]([O-])(O)=O.[CH3:5][C:6]1[CH:11]=[CH:10][C:9]([N+:12]([O-:14])=[O:13])=[CH:8][C:7]=1[NH:15][C:16]([NH2:18])=[NH:17].CN(C)[CH:21]=[CH:22][C:23]([C:25]1[CH:26]=[N:27][CH:28]=[CH:29][CH:30]=1)=O.[OH-].[Na+]. Product: [CH3:5][C:6]1[CH:11]=[CH:10][C:9]([N+:12]([O-:14])=[O:13])=[CH:8][C:7]=1[NH:15][C:16]1[N:18]=[C:23]([C:25]2[CH:26]=[N:27][CH:28]=[CH:29][CH:30]=2)[CH:22]=[CH:21][N:17]=1. The catalyst class is: 32.